Task: Regression. Given a peptide amino acid sequence and an MHC pseudo amino acid sequence, predict their binding affinity value. This is MHC class I binding data.. Dataset: Peptide-MHC class I binding affinity with 185,985 pairs from IEDB/IMGT (1) The peptide sequence is DSEEYHLLY. The MHC is HLA-A30:02 with pseudo-sequence HLA-A30:02. The binding affinity (normalized) is 0.239. (2) The peptide sequence is SLDQGLVGL. The MHC is HLA-A02:03 with pseudo-sequence HLA-A02:03. The binding affinity (normalized) is 0.359. (3) The peptide sequence is FYQKTGEKS. The MHC is HLA-A24:02 with pseudo-sequence HLA-A24:02. The binding affinity (normalized) is 0. (4) The peptide sequence is IISLFYTFAI. The MHC is HLA-A02:03 with pseudo-sequence HLA-A02:03. The binding affinity (normalized) is 0.651. (5) The peptide sequence is AEMGGHAER. The MHC is HLA-B07:02 with pseudo-sequence HLA-B07:02. The binding affinity (normalized) is 0.0847.